From a dataset of Peptide-MHC class II binding affinity with 134,281 pairs from IEDB. Regression. Given a peptide amino acid sequence and an MHC pseudo amino acid sequence, predict their binding affinity value. This is MHC class II binding data. (1) The peptide sequence is IKYTRPGDSLAEVEL. The MHC is HLA-DQA10401-DQB10402 with pseudo-sequence HLA-DQA10401-DQB10402. The binding affinity (normalized) is 0.405. (2) The peptide sequence is FLATRIFGRRSIPVN. The MHC is HLA-DQA10102-DQB10501 with pseudo-sequence HLA-DQA10102-DQB10501. The binding affinity (normalized) is 0.357.